This data is from Reaction yield outcomes from USPTO patents with 853,638 reactions. The task is: Predict the reaction yield, written as a fraction of the theoretical maximum amount of product (1.0 means a 100% yield; for example, 0.34 means a 34% yield). (1) The reactants are [NH:1]1[CH:5]=[C:4]([C:6]2[C:7]3[CH:14]=[CH:13][N:12]([CH2:15][O:16][CH2:17][CH2:18][Si:19]([CH3:22])([CH3:21])[CH3:20])[C:8]=3[N:9]=[CH:10][N:11]=2)[CH:3]=[N:2]1.[C:23]([CH:25]=[C:26]1[CH2:29][N:28]([C:30]([O:32][C:33]([CH3:36])([CH3:35])[CH3:34])=[O:31])[CH2:27]1)#[N:24].N12CCCN=C1CCCCC2. The catalyst is C(#N)C. The product is [C:23]([CH2:25][C:26]1([N:1]2[CH:5]=[C:4]([C:6]3[C:7]4[CH:14]=[CH:13][N:12]([CH2:15][O:16][CH2:17][CH2:18][Si:19]([CH3:22])([CH3:21])[CH3:20])[C:8]=4[N:9]=[CH:10][N:11]=3)[CH:3]=[N:2]2)[CH2:29][N:28]([C:30]([O:32][C:33]([CH3:36])([CH3:35])[CH3:34])=[O:31])[CH2:27]1)#[N:24]. The yield is 0.720. (2) The reactants are [C:1]([OH:7])([C:3]([F:6])([F:5])[F:4])=[O:2].[F:8][C:9]([F:46])([F:45])[C:10]1[CH:11]=[C:12]([C:20]2[N:24]=[CH:23][N:22](/[CH:25]=[CH:26]\[C:27]([NH:29][NH:30][C:31](=[O:44])[C@H:32]([NH:36]C(=O)OC(C)(C)C)[CH:33]([CH3:35])[CH3:34])=[O:28])[N:21]=2)[CH:13]=[C:14]([C:16]([F:19])([F:18])[F:17])[CH:15]=1. The catalyst is ClCCl. The product is [F:4][C:3]([F:6])([F:5])[C:1]([OH:7])=[O:2].[NH2:36][C@H:32]([CH:33]([CH3:35])[CH3:34])[C:31]([NH:30][NH:29][C:27](=[O:28])/[CH:26]=[CH:25]\[N:22]1[CH:23]=[N:24][C:20]([C:12]2[CH:11]=[C:10]([C:9]([F:45])([F:46])[F:8])[CH:15]=[C:14]([C:16]([F:18])([F:17])[F:19])[CH:13]=2)=[N:21]1)=[O:44]. The yield is 0.350.